From a dataset of Forward reaction prediction with 1.9M reactions from USPTO patents (1976-2016). Predict the product of the given reaction. Given the reactants [CH2:1]([SH:8])[C:2]1[CH:7]=[CH:6][CH:5]=[CH:4][CH:3]=1.C(=O)([O-])[O-].[Cs+].[Cs+].Br[CH2:16][C:17](=[O:29])[CH2:18][N:19]1[C:23](=[O:24])[C:22]([CH3:26])([CH3:25])[N:21]([CH3:27])[C:20]1=[O:28].O, predict the reaction product. The product is: [CH2:1]([S:8][CH2:16][C:17](=[O:29])[CH2:18][N:19]1[C:23](=[O:24])[C:22]([CH3:25])([CH3:26])[N:21]([CH3:27])[C:20]1=[O:28])[C:2]1[CH:7]=[CH:6][CH:5]=[CH:4][CH:3]=1.